From a dataset of Choline transporter screen with 302,306 compounds. Binary Classification. Given a drug SMILES string, predict its activity (active/inactive) in a high-throughput screening assay against a specified biological target. (1) The molecule is Clc1ccc(Cn2c3c(nc2NCc2cc(OC)c(OC)cc2)cccc3)cc1. The result is 0 (inactive). (2) The drug is O(C(=O)C1CN(C(=O)C1)c1cc(ccc1)C)c1ccc(cc1)C(=O)C. The result is 0 (inactive). (3) The compound is S(=O)(=O)(N1CCC(CC1)C)CCNC(=O)c1cc(OC)ccc1. The result is 0 (inactive).